Dataset: NCI-60 drug combinations with 297,098 pairs across 59 cell lines. Task: Regression. Given two drug SMILES strings and cell line genomic features, predict the synergy score measuring deviation from expected non-interaction effect. Cell line: K-562. Drug 1: CCC1(CC2CC(C3=C(CCN(C2)C1)C4=CC=CC=C4N3)(C5=C(C=C6C(=C5)C78CCN9C7C(C=CC9)(C(C(C8N6C=O)(C(=O)OC)O)OC(=O)C)CC)OC)C(=O)OC)O.OS(=O)(=O)O. Synergy scores: CSS=78.5, Synergy_ZIP=-8.91, Synergy_Bliss=-7.34, Synergy_Loewe=-6.27, Synergy_HSA=-2.65. Drug 2: N.N.Cl[Pt+2]Cl.